Predict the reactants needed to synthesize the given product. From a dataset of Full USPTO retrosynthesis dataset with 1.9M reactions from patents (1976-2016). Given the product [CH:34](=[N:3][CH:4]([C:15]1[CH:16]=[CH:17][CH:18]=[CH:19][CH:20]=1)[C:5]([O:7][CH:8]1[CH2:9][CH2:10][N:11]([CH3:14])[CH2:12][CH2:13]1)=[O:6])[C:35]1[CH:40]=[CH:39][CH:38]=[CH:37][CH:36]=1, predict the reactants needed to synthesize it. The reactants are: Cl.Cl.[NH2:3][CH:4]([C:15]1[CH:20]=[CH:19][CH:18]=[CH:17][CH:16]=1)[C:5]([O:7][CH:8]1[CH2:13][CH2:12][N:11]([CH3:14])[CH2:10][CH2:9]1)=[O:6].CCN(CC)CC.[O-]S([O-])(=O)=O.[Mg+2].[CH:34](=O)[C:35]1[CH:40]=[CH:39][CH:38]=[CH:37][CH:36]=1.